Dataset: Full USPTO retrosynthesis dataset with 1.9M reactions from patents (1976-2016). Task: Predict the reactants needed to synthesize the given product. (1) Given the product [Br:13][C:14]1[N:15]([C:2]2[CH:7]=[C:6]([F:8])[CH:5]=[C:4]([F:9])[C:3]=2[N+:10]([O-:12])=[O:11])[CH:16]=[C:17]([CH3:19])[N:18]=1, predict the reactants needed to synthesize it. The reactants are: F[C:2]1[CH:7]=[C:6]([F:8])[CH:5]=[C:4]([F:9])[C:3]=1[N+:10]([O-:12])=[O:11].[Br:13][C:14]1[NH:15][CH:16]=[C:17]([CH3:19])[N:18]=1.C([O-])([O-])=O.[K+].[K+]. (2) Given the product [NH2:1][C:2]1[CH:7]=[CH:6][C:5]([O:8][C:24]2[C:23]3[C:28](=[CH:29][C:20]([O:19][CH2:12][C:13]4[CH:18]=[CH:17][CH:16]=[CH:15][CH:14]=4)=[C:21]([C:31]([O:33][CH3:34])=[O:32])[CH:22]=3)[N:27]=[CH:26][CH:25]=2)=[CH:4][C:3]=1[Cl:9], predict the reactants needed to synthesize it. The reactants are: [NH2:1][C:2]1[CH:7]=[CH:6][C:5]([OH:8])=[CH:4][C:3]=1[Cl:9].[H-].[Na+].[CH2:12]([O:19][C:20]1[CH:29]=[C:28]2[C:23]([C:24](Cl)=[CH:25][CH:26]=[N:27]2)=[CH:22][C:21]=1[C:31]([O:33][CH3:34])=[O:32])[C:13]1[CH:18]=[CH:17][CH:16]=[CH:15][CH:14]=1.C(OCC)(=O)C. (3) Given the product [CH3:21][N:19]([CH3:20])[CH2:18][CH2:17][N:12]1[C:11](=[O:22])[C:10]2[CH:23]=[CH:24][CH:25]=[C:8]3[C:9]=2[C:14](=[C:15]2[C:2]([NH:1][C:34](=[O:35])[O:36][CH2:37][CH2:38][CH2:39][CH2:40][Cl:41])=[CH:3][CH:4]=[CH:5][C:6]2=[CH:7]3)[C:13]1=[O:16], predict the reactants needed to synthesize it. The reactants are: [NH2:1][C:2]1[C:15]2[C:6](=[CH:7][C:8]3[C:9]4[C:14]=2[C:13](=[O:16])[N:12]([CH2:17][CH2:18][N:19]([CH3:21])[CH3:20])[C:11](=[O:22])[C:10]=4[CH:23]=[CH:24][CH:25]=3)[CH:5]=[CH:4][CH:3]=1.C(N(CC)CC)C.Cl[C:34]([O:36][CH2:37][CH2:38][CH2:39][CH2:40][Cl:41])=[O:35]. (4) Given the product [NH2:5][C@H:4]([C:3]([OH:2])=[O:22])[CH2:12][C:13]1[CH:14]=[CH:15][C:16]([O:20][C:33]2[CH:34]=[CH:29][C:30]([OH:36])=[CH:31][CH:32]=2)=[CH:17][CH:18]=1, predict the reactants needed to synthesize it. The reactants are: C[O:2][C:3](=[O:22])[C@H:4]([CH2:12][C:13]1[CH:18]=[C:17](I)[C:16]([OH:20])=[C:15](I)[CH:14]=1)[NH:5]C(=O)C(F)(F)F.[IH2+].N12[CH2:34][CH2:33][CH2:32][CH2:31][CH:30]1[CH2:29]CCCN2.C[OH:36]. (5) Given the product [C:26]([C:23]1[CH:22]=[CH:21][C:20]([O:19][CH2:18][C@@H:17]([NH:28][C:29](=[O:32])[O:30][CH3:31])[CH2:16][N:15]2[CH:10]3[CH2:11][CH2:12][CH:13]2[CH2:14][NH:8][CH2:9]3)=[CH:25][CH:24]=1)#[N:27], predict the reactants needed to synthesize it. The reactants are: C([N:8]1[CH2:14][CH:13]2[N:15]([CH2:16][C@H:17]([NH:28][C:29](=[O:32])[O:30][CH3:31])[CH2:18][O:19][C:20]3[CH:25]=[CH:24][C:23]([C:26]#[N:27])=[CH:22][CH:21]=3)[CH:10]([CH2:11][CH2:12]2)[CH2:9]1)C1C=CC=CC=1.Cl. (6) Given the product [CH3:23][O:22][C:12]1[CH:11]=[C:10]([NH:9][C:4]2[N:3]=[C:2]([O:25][CH3:24])[CH:7]=[C:6]([CH3:8])[N:5]=2)[CH:15]=[CH:14][C:13]=1[N:16]1[CH:20]=[C:19]([CH3:21])[N:18]=[CH:17]1, predict the reactants needed to synthesize it. The reactants are: Cl[C:2]1[CH:7]=[C:6]([CH3:8])[N:5]=[C:4]([NH:9][C:10]2[CH:15]=[CH:14][C:13]([N:16]3[CH:20]=[C:19]([CH3:21])[N:18]=[CH:17]3)=[C:12]([O:22][CH3:23])[CH:11]=2)[N:3]=1.[CH3:24][O-:25].[Na+]. (7) Given the product [CH3:8][C:6]1[CH:7]=[C:2]([S:10][CH2:11][CH2:12][CH2:13][CH2:14][CH2:15][CH2:16][OH:17])[CH:3]=[C:4]([CH3:9])[CH:5]=1, predict the reactants needed to synthesize it. The reactants are: I[C:2]1[CH:3]=[C:4]([CH3:9])[CH:5]=[C:6]([CH3:8])[CH:7]=1.[SH:10][CH2:11][CH2:12][CH2:13][CH2:14][CH2:15][CH2:16][OH:17].C([O-])([O-])=O.[K+].[K+].C(O)CO.